This data is from Forward reaction prediction with 1.9M reactions from USPTO patents (1976-2016). The task is: Predict the product of the given reaction. (1) Given the reactants [CH3:1][C:2]1[N:7]=[C:6]([NH2:8])[CH:5]=[CH:4][CH:3]=1.[NH2:9][C:10]1[C:11]([C:17](O)=[O:18])=[N:12][C:13]([Cl:16])=[CH:14][N:15]=1, predict the reaction product. The product is: [NH2:9][C:10]1[C:11]([C:17]([NH:8][C:6]2[CH:5]=[CH:4][CH:3]=[C:2]([CH3:1])[N:7]=2)=[O:18])=[N:12][C:13]([Cl:16])=[CH:14][N:15]=1. (2) Given the reactants [OH:1]/[N:2]=[C:3](\Cl)/[CH3:4].[C:6]([C:8]1[C:9]([C:15]([O:17][CH3:18])=[O:16])=[N:10][C:11]([CH3:14])=[CH:12][CH:13]=1)#[CH:7].CCOC(C)=O.[NH4+].[Cl-], predict the reaction product. The product is: [CH3:14][C:11]1[N:10]=[C:9]([C:15]([O:17][CH3:18])=[O:16])[C:8]([C:6]2[O:1][N:2]=[C:3]([CH3:4])[CH:7]=2)=[CH:13][CH:12]=1. (3) Given the reactants Br[C:2]1[CH:3]=[CH:4][C:5]2[N:6]([C:8]([C:11]3[CH:20]=[CH:19][C:18]4[C:13](=[C:14]([O:21][Si:22]([C:25]([CH3:28])([CH3:27])[CH3:26])([CH3:24])[CH3:23])[CH:15]=[CH:16][CH:17]=4)[N:12]=3)=[N:9][N:10]=2)[CH:7]=1.[CH:29]1(B(O)O)[CH2:31][CH2:30]1.P(C1CCCCC1)(C1CCCCC1)C1CCCCC1.[O-]P([O-])([O-])=O.[K+].[K+].[K+], predict the reaction product. The product is: [Si:22]([O:21][C:14]1[CH:15]=[CH:16][CH:17]=[C:18]2[C:13]=1[N:12]=[C:11]([C:8]1[N:6]3[CH:7]=[C:2]([CH:29]4[CH2:31][CH2:30]4)[CH:3]=[CH:4][C:5]3=[N:10][N:9]=1)[CH:20]=[CH:19]2)([C:25]([CH3:28])([CH3:27])[CH3:26])([CH3:24])[CH3:23]. (4) Given the reactants [CH2:1]([S:3]([CH2:6][CH2:7][CH2:8][C:9]12[CH2:16][CH2:15][C:12]([C:17]([O:19]C)=[O:18])([CH2:13][CH2:14]1)[CH2:11][CH2:10]2)(=[O:5])=[O:4])[CH3:2].[OH-].[K+].Cl, predict the reaction product. The product is: [CH2:1]([S:3]([CH2:6][CH2:7][CH2:8][C:9]12[CH2:10][CH2:11][C:12]([C:17]([OH:19])=[O:18])([CH2:13][CH2:14]1)[CH2:15][CH2:16]2)(=[O:5])=[O:4])[CH3:2]. (5) Given the reactants Cl[C:2]1[CH:7]=[CH:6][N:5]=[C:4]2[CH:8]=[C:9]([C:11]([N:13]3[CH2:17][CH2:16][CH2:15][CH2:14]3)=[O:12])[S:10][C:3]=12.[CH3:18][C:19]1[NH:20][C:21]2[C:26]([CH:27]=1)=[CH:25][C:24]([NH2:28])=[CH:23][CH:22]=2, predict the reaction product. The product is: [CH3:18][C:19]1[NH:20][C:21]2[C:26]([CH:27]=1)=[CH:25][C:24]([NH:28][C:2]1[CH:7]=[CH:6][N:5]=[C:4]3[CH:8]=[C:9]([C:11]([N:13]4[CH2:17][CH2:16][CH2:15][CH2:14]4)=[O:12])[S:10][C:3]=13)=[CH:23][CH:22]=2. (6) Given the reactants [C:1]1(=[O:7])[O:6][C:4](=[O:5])[CH:3]=[CH:2]1.[C:8]([OH:21])(=[O:20])[CH2:9][CH2:10][CH2:11][CH2:12][CH2:13][CH2:14][CH2:15][CH2:16][C:17]([OH:19])=[O:18].[OH:22][CH2:23][CH:24]([CH2:26][OH:27])[OH:25], predict the reaction product. The product is: [OH:22][CH2:23][CH:24]([CH2:26][OH:27])[OH:25].[C:4]1(=[O:5])[O:6][C:1](=[O:7])[CH:2]=[CH:3]1.[C:8]([OH:21])(=[O:20])[CH2:9][CH2:10][CH2:11][CH2:12][CH2:13][CH2:14][CH2:15][CH2:16][C:17]([OH:19])=[O:18]. (7) Given the reactants Cl[C:2]1[C:7]([C:8]2[CH:13]=[CH:12][CH:11]=[CH:10][CH:9]=2)=[C:6]([NH:14][CH3:15])[N:5]2[CH:16]=[CH:17][N:18]=[C:4]2[N:3]=1.[CH:19]([C:21]1[CH:26]=[CH:25][C:24](B(O)O)=[CH:23][CH:22]=1)=[O:20].C(=O)([O-])[O-].[Na+].[Na+], predict the reaction product. The product is: [CH3:15][NH:14][C:6]1[N:5]2[CH:16]=[CH:17][N:18]=[C:4]2[N:3]=[C:2]([C:24]2[CH:25]=[CH:26][C:21]([CH:19]=[O:20])=[CH:22][CH:23]=2)[C:7]=1[C:8]1[CH:13]=[CH:12][CH:11]=[CH:10][CH:9]=1. (8) Given the reactants [NH2:1][C:2]1[C:7]([C:8]([OH:10])=O)=[C:6]([Br:11])[C:5]([F:12])=[CH:4][CH:3]=1.[NH2:13][C:14]1[CH:15]=[C:16](F)[C:17](Br)=[C:18]([CH:22]=1)C(O)=O.[C:25]([O:29][C:30]([N:32]1[CH2:36][C@@H:35]([O:37][Si:38]([C:41]([CH3:44])([CH3:43])[CH3:42])([CH3:40])[CH3:39])[CH2:34][C@H:33]1[C:45](O)=O)=[O:31])([CH3:28])([CH3:27])[CH3:26].C1(OP(OC2C=CC=CC=2)OC2C=CC=CC=2)C=CC=CC=1.NC1C=CC=CC=1, predict the reaction product. The product is: [Br:11][C:6]1[C:5]([F:12])=[CH:4][CH:3]=[C:2]2[C:7]=1[C:8](=[O:10])[N:13]([C:14]1[CH:22]=[CH:18][CH:17]=[CH:16][CH:15]=1)[C:45]([C@@H:33]1[CH2:34][C@H:35]([O:37][Si:38]([C:41]([CH3:42])([CH3:43])[CH3:44])([CH3:40])[CH3:39])[CH2:36][N:32]1[C:30]([O:29][C:25]([CH3:26])([CH3:28])[CH3:27])=[O:31])=[N:1]2. (9) Given the reactants [C:1]([O:6][CH2:7][CH2:8][CH2:9][CH2:10][O:11][N+]([O-])=O)(=[O:5])[CH2:2][CH2:3][CH3:4], predict the reaction product. The product is: [C:1]([O:6][CH2:7][CH2:8][CH2:9][CH2:10][OH:11])(=[O:5])[CH2:2][CH2:3][CH3:4]. (10) Given the reactants [F:1][C:2]1[CH:10]=[C:9]2[C:5]([CH:6]=[N:7][NH:8]2)=[CH:4][C:3]=1[C@@H:11]([C:13]1[N:17]2[N:18]=[C:19]([C:22]3[CH:23]=[N:24][N:25]([CH3:27])[CH:26]=3)[CH:20]=[CH:21][C:16]2=[N:15][CH:14]=1)[CH3:12].[H-].[Na+].[CH3:30]I, predict the reaction product. The product is: [F:1][C:2]1[CH:10]=[C:9]2[C:5]([CH:6]=[N:7][N:8]2[CH3:30])=[CH:4][C:3]=1[C@@H:11]([C:13]1[N:17]2[N:18]=[C:19]([C:22]3[CH:23]=[N:24][N:25]([CH3:27])[CH:26]=3)[CH:20]=[CH:21][C:16]2=[N:15][CH:14]=1)[CH3:12].